Dataset: Forward reaction prediction with 1.9M reactions from USPTO patents (1976-2016). Task: Predict the product of the given reaction. (1) Given the reactants Cl[C:2]1[CH:27]=[CH:26][C:5]([C:6]([NH:8]C2C=CC(Cl)=C(NC(=O)C3C=CC(F)=CC=3)C=2)=[O:7])=[CH:4][N:3]=1.C[C@H]1CNC[C@@H](C)N1, predict the reaction product. The product is: [C:6]([NH2:8])(=[O:7])[C:5]1[CH:26]=[CH:27][CH:2]=[N:3][CH:4]=1. (2) Given the reactants [N:1]1[O:2][N:3]=[C:4]2[CH:9]=[C:8]([C:10]#[C:11][C:12]3([OH:32])[CH2:17][CH2:16][N:15]([C:18](=[O:31])[CH2:19][C:20]4[CH:25]=[CH:24][C:23]([N:26]5[CH:30]=[N:29][N:28]=[N:27]5)=[CH:22][CH:21]=4)[CH2:14][CH2:13]3)[CH:7]=[CH:6][C:5]=12, predict the reaction product. The product is: [N:1]1[O:2][N:3]=[C:4]2[CH:9]=[C:8]([CH2:10][CH2:11][C:12]3([OH:32])[CH2:13][CH2:14][N:15]([C:18](=[O:31])[CH2:19][C:20]4[CH:25]=[CH:24][C:23]([N:26]5[CH:30]=[N:29][N:28]=[N:27]5)=[CH:22][CH:21]=4)[CH2:16][CH2:17]3)[CH:7]=[CH:6][C:5]=12. (3) Given the reactants [N:1]1([C:6]2[CH:41]=[CH:40][C:9]([CH2:10][C:11]3[C:12]([O:38][CH3:39])=[N:13][C:14]4[C:19]([C:20]=3Cl)=[CH:18][C:17]([C:22]([OH:37])([C:31]3[N:35]([CH3:36])[CH:34]=[N:33][CH:32]=3)[C:23]3[CH:30]=[CH:29][C:26]([C:27]#[N:28])=[CH:25][CH:24]=3)=[CH:16][CH:15]=4)=[CH:8][CH:7]=2)[CH:5]=[N:4][CH:3]=[N:2]1.C1(P(C2CCCCC2)C2C=CC=CC=2C2C(C(C)C)=CC(C(C)C)=CC=2C(C)C)CCCCC1.C[C:77]([N:79](C)C)=O, predict the reaction product. The product is: [N:1]1([C:6]2[CH:41]=[CH:40][C:9]([CH2:10][C:11]3[C:12]([O:38][CH3:39])=[N:13][C:14]4[C:19]([C:20]=3[C:77]#[N:79])=[CH:18][C:17]([C:22]([C:23]3[CH:30]=[CH:29][C:26]([C:27]#[N:28])=[CH:25][CH:24]=3)([OH:37])[C:31]3[N:35]([CH3:36])[CH:34]=[N:33][CH:32]=3)=[CH:16][CH:15]=4)=[CH:8][CH:7]=2)[CH:5]=[N:4][CH:3]=[N:2]1.